From a dataset of Catalyst prediction with 721,799 reactions and 888 catalyst types from USPTO. Predict which catalyst facilitates the given reaction. (1) Reactant: [Br-:1].[Li+].C1COCC1.Cl[CH2:9][C:10]1[CH:27]=[CH:26][C:13]2[N:14]([CH2:24][CH3:25])[C:15](=[O:23])[C:16]([CH3:22])([CH3:21])[C:17](=[O:20])[N:18]([CH3:19])[C:12]=2[CH:11]=1. Product: [Br:1][CH2:9][C:10]1[CH:27]=[CH:26][C:13]2[N:14]([CH2:24][CH3:25])[C:15](=[O:23])[C:16]([CH3:22])([CH3:21])[C:17](=[O:20])[N:18]([CH3:19])[C:12]=2[CH:11]=1. The catalyst class is: 6. (2) Reactant: Cl.[CH2:2]([O:4][C:5](=[O:8])[CH2:6][NH2:7])[CH3:3].Cl.[CH2:10]([O:12][C:13](=N)[CH3:14])[CH3:11].C([O-])([O-])=O.[K+].[K+]. Product: [CH2:2]([O:4][C:5](=[O:8])[CH2:6][N:7]=[C:10]([O:12][CH2:13][CH3:14])[CH3:11])[CH3:3]. The catalyst class is: 27. (3) Reactant: [F:1][C:2]([F:15])([F:14])[C:3]1[CH:4]=[C:5]([CH:7]=[C:8]([C:10]([F:13])([F:12])[F:11])[CH:9]=1)[NH2:6].C(N(CC)CC)C.CN(C1C=CC=CN=1)C.[CH3:32][C:33]([O:36][C:37](O[C:37]([O:36][C:33]([CH3:35])([CH3:34])[CH3:32])=[O:38])=[O:38])([CH3:35])[CH3:34]. Product: [F:1][C:2]([F:14])([F:15])[C:3]1[CH:4]=[C:5]([NH:6][C:37](=[O:38])[O:36][C:33]([CH3:35])([CH3:34])[CH3:32])[CH:7]=[C:8]([C:10]([F:11])([F:12])[F:13])[CH:9]=1. The catalyst class is: 47. (4) Reactant: [F:1][C:2]1[CH:3]=[C:4]([CH:40]=[CH:41][C:42]=1[OH:43])[CH2:5][C:6]1[C:7]([O:15][C@:16]2([O:34][C@H:33]([CH2:35][O:36][C:37](=[O:39])[CH3:38])[C@@H:28]([O:29][C:30](=[O:32])[CH3:31])[C@H:23]([O:24][C:25](=[O:27])[CH3:26])[C@H:18]2[O:19][C:20](=[O:22])[CH3:21])[OH:17])=[N:8][N:9]([CH:12]([CH3:14])[CH3:13])[C:10]=1[CH3:11].C(=O)([O-])[O-].[Cs+].[Cs+].[CH2:50](Br)[CH3:51].P(=O)(O)(O)O. Product: [F:1][C:2]1[CH:3]=[C:4]([CH:40]=[CH:41][C:42]=1[O:43][CH2:50][CH3:51])[CH2:5][C:6]1[C:7]([O:15][C@:16]2([O:34][C@H:33]([CH2:35][O:36][C:37](=[O:39])[CH3:38])[C@@H:28]([O:29][C:30](=[O:32])[CH3:31])[C@H:23]([O:24][C:25](=[O:27])[CH3:26])[C@H:18]2[O:19][C:20](=[O:22])[CH3:21])[OH:17])=[N:8][N:9]([CH:12]([CH3:13])[CH3:14])[C:10]=1[CH3:11]. The catalyst class is: 31.